Dataset: Peptide-MHC class I binding affinity with 185,985 pairs from IEDB/IMGT. Task: Regression. Given a peptide amino acid sequence and an MHC pseudo amino acid sequence, predict their binding affinity value. This is MHC class I binding data. The peptide sequence is YVVIAILTVV. The MHC is HLA-A02:03 with pseudo-sequence HLA-A02:03. The binding affinity (normalized) is 0.719.